Dataset: Full USPTO retrosynthesis dataset with 1.9M reactions from patents (1976-2016). Task: Predict the reactants needed to synthesize the given product. (1) Given the product [F:20][C:14]1[CH:15]=[CH:16][CH:17]=[C:18]([F:19])[C:13]=1[CH:4]([C:5]([O:7][CH2:24][CH3:25])=[O:6])[C:3]([O:9][CH2:10][CH3:11])=[O:8], predict the reactants needed to synthesize it. The reactants are: [H-].[Na+].[C:3]([O:9][CH2:10][CH3:11])(=[O:8])[CH2:4][C:5]([O-:7])=[O:6].Br[C:13]1[C:18]([F:19])=[CH:17][CH:16]=[CH:15][C:14]=1[F:20].Cl.CO[C:24](C)(C)[CH3:25]. (2) The reactants are: [CH2:1]1[C:14]2[C:5](=[N:6][C:7]3[C:12]([C:13]=2[NH:15][CH2:16][CH2:17][CH2:18][CH2:19][CH2:20][CH2:21][CH2:22][CH2:23][CH2:24][NH2:25])=[CH:11][CH:10]=[CH:9][CH:8]=3)[CH2:4][CH2:3][CH2:2]1.Cl[C:27]1[C:28]2[C:33]([N:34]=[C:35]3[C:40]=1[CH:39]=[CH:38][CH:37]=[CH:36]3)=[CH:32][CH:31]=[CH:30][CH:29]=2. Given the product [CH:11]1[C:12]2[C:7](=[N:6][C:5]3[C:14]([C:13]=2[NH:15][CH2:16][CH2:17][CH2:18][CH2:19][CH2:20][CH2:21][CH2:22][CH2:23][CH2:24][NH:25][C:27]2[C:28]4[C:33]([N:34]=[C:35]5[C:40]=2[CH2:39][CH2:38][CH2:37][CH2:36]5)=[CH:32][CH:31]=[CH:30][CH:29]=4)=[CH:1][CH:2]=[CH:3][CH:4]=3)[CH:8]=[CH:9][CH:10]=1, predict the reactants needed to synthesize it. (3) Given the product [Br:1][C:2]1([C:5]2[S:16][C:9]([CH2:10][CH2:11][CH2:12][CH3:13])=[CH:8][N:7]=2)[CH2:4][CH2:3]1, predict the reactants needed to synthesize it. The reactants are: [Br:1][C:2]1([C:5]([NH:7][CH2:8][C:9](=O)[CH2:10][CH2:11][CH2:12][CH3:13])=O)[CH2:4][CH2:3]1.P12(SP3(SP(SP(S3)(S1)=S)(=S)S2)=S)=[S:16].[OH-].[Na+]. (4) Given the product [CH:1]([C:4]1[N:8]=[C:7]([C:9]([OH:11])=[O:10])[O:6][N:5]=1)([CH3:3])[CH3:2], predict the reactants needed to synthesize it. The reactants are: [CH:1]([C:4]1[N:8]=[C:7]([C:9]([O:11]CC)=[O:10])[O:6][N:5]=1)([CH3:3])[CH3:2].[OH-].[Na+]. (5) Given the product [NH2:24][C:17]1[CH:18]=[CH:19][C:20]([C:22]#[N:23])=[CH:21][C:16]=1[NH:15][C@@H:13]([CH3:14])[C@H:9]([NH:8][C:6]([O:5][C:1]([CH3:4])([CH3:3])[CH3:2])=[O:7])[C:10]([OH:12])=[O:11], predict the reactants needed to synthesize it. The reactants are: [C:1]([O:5][C:6]([NH:8][C@@H:9]([C@@H:13]([NH:15][C:16]1[CH:21]=[C:20]([C:22]#[N:23])[CH:19]=[CH:18][C:17]=1[N+:24]([O-])=O)[CH3:14])[C:10]([OH:12])=[O:11])=[O:7])([CH3:4])([CH3:3])[CH3:2]. (6) Given the product [ClH:32].[ClH:32].[N:1]1[CH:6]=[CH:5][CH:4]=[N:3][C:2]=1[C:7]1[CH:8]=[C:9]2[C:13](=[CH:14][CH:15]=1)[CH:12]([N:16]1[CH2:17][C:18]3([CH2:20][CH2:21][NH:22][CH2:23][CH2:24]3)[CH2:19]1)[CH2:11][CH2:10]2, predict the reactants needed to synthesize it. The reactants are: [N:1]1[CH:6]=[CH:5][CH:4]=[N:3][C:2]=1[C:7]1[CH:8]=[C:9]2[C:13](=[CH:14][CH:15]=1)[CH:12]([N:16]1[CH2:19][C:18]3([CH2:24][CH2:23][N:22](C(OC(C)(C)C)=O)[CH2:21][CH2:20]3)[CH2:17]1)[CH2:11][CH2:10]2.[ClH:32].CO.